This data is from Forward reaction prediction with 1.9M reactions from USPTO patents (1976-2016). The task is: Predict the product of the given reaction. (1) Given the reactants [NH2:1][C:2]1[S:3][C:4]2[CH:10]=[C:9]([C:11]([OH:13])=O)[CH:8]=[CH:7][C:5]=2[N:6]=1.[C:14]([O:18][C:19](=[O:28])[NH:20][C:21]1[CH:26]=[CH:25][CH:24]=[CH:23][C:22]=1[NH2:27])([CH3:17])([CH3:16])[CH3:15].F[P-](F)(F)(F)(F)F.N1(O[P+](N(C)C)(N(C)C)N(C)C)C2C=CC=CC=2N=N1.CCN(CC)CC, predict the reaction product. The product is: [C:14]([O:18][C:19](=[O:28])[NH:20][C:21]1[CH:26]=[CH:25][CH:24]=[CH:23][C:22]=1[NH:27][C:11]([C:9]1[CH:8]=[CH:7][C:5]2[N:6]=[C:2]([NH2:1])[S:3][C:4]=2[CH:10]=1)=[O:13])([CH3:17])([CH3:15])[CH3:16]. (2) Given the reactants Br[C:2]1[CH:7]=[C:6]([CH3:8])[CH:5]=[C:4](/[C:9](=[N:11]/[C:12]2[C:17]([CH:18]([CH3:20])[CH3:19])=[CH:16][CH:15]=[CH:14][C:13]=2[CH:21]([CH3:23])[CH3:22])/[CH3:10])[C:3]=1[OH:24].[Li]CCCC.Br[C:31]1[CH:36]=[CH:35][CH:34]=[CH:33][C:32]=1[O:37][CH3:38].O, predict the reaction product. The product is: [CH:21]([C:13]1[CH:14]=[CH:15][CH:16]=[C:17]([CH:18]([CH3:20])[CH3:19])[C:12]=1/[N:11]=[C:9](/[C:4]1[CH:5]=[C:6]([CH3:8])[CH:7]=[C:2]([C:31]2[CH:36]=[CH:35][CH:34]=[CH:33][C:32]=2[O:37][CH3:38])[C:3]=1[OH:24])\[CH3:10])([CH3:23])[CH3:22]. (3) Given the reactants Cl.[CH2:2]([O:9][C:10]1[CH:19]=[CH:18][CH:17]=[C:16]2[C:11]=1[CH2:12][CH2:13][CH2:14][CH:15]2[C:20]([N:22]([C:29]1[CH:30]=[N:31][C:32]([CH:35]([CH3:37])[CH3:36])=[CH:33][CH:34]=1)[CH2:23][C:24]1[CH:25]=[N:26][NH:27][CH:28]=1)=[O:21])[C:3]1[CH:8]=[CH:7][CH:6]=[CH:5][CH:4]=1.Cl[CH2:39][C:40]1[CH:45]=[CH:44][C:43]([CH2:46][CH3:47])=[CH:42][N:41]=1, predict the reaction product. The product is: [CH2:2]([O:9][C:10]1[CH:19]=[CH:18][CH:17]=[C:16]2[C:11]=1[CH2:12][CH2:13][CH2:14][CH:15]2[C:20]([N:22]([CH2:23][C:24]1[CH:25]=[N:26][N:27]([CH2:39][C:40]2[CH:45]=[CH:44][C:43]([CH2:46][CH3:47])=[CH:42][N:41]=2)[CH:28]=1)[C:29]1[CH:30]=[N:31][C:32]([CH:35]([CH3:37])[CH3:36])=[CH:33][CH:34]=1)=[O:21])[C:3]1[CH:8]=[CH:7][CH:6]=[CH:5][CH:4]=1. (4) Given the reactants [N:1]1[C:11]2[C:10](=O)[CH2:9][CH2:8][C:7](=[O:13])[NH:6][C:5]=2[CH:4]=[CH:3][CH:2]=1.Cl.[Cl:15][C:16]1[CH:17]=[C:18]([NH:23][NH2:24])[CH:19]=[C:20]([Cl:22])[CH:21]=1.C([O-])(=O)C.[Na+].[K+].[Br-], predict the reaction product. The product is: [Cl:15][C:16]1[CH:17]=[C:18]([NH:23][N:24]=[C:10]2[CH2:9][CH2:8][C:7](=[O:13])[NH:6][C:5]3[CH:4]=[CH:3][CH:2]=[N:1][C:11]2=3)[CH:19]=[C:20]([Cl:22])[CH:21]=1. (5) Given the reactants [CH2:1]([N:8]1[CH2:13][CH2:12][N:11]([C:14]([O:16][C:17]([CH3:20])([CH3:19])[CH3:18])=[O:15])[C@H:10]([CH2:21][NH:22][CH:23]([CH3:25])[CH3:24])[CH2:9]1)[C:2]1[CH:7]=[CH:6][CH:5]=[CH:4][CH:3]=1.C(N([CH2:31][CH3:32])CC)C.C([CH:35]([CH2:39][C:40](Cl)=[O:41])[C:36](Cl)=[O:37])C.C(=O)(O)[O-:44].[Na+], predict the reaction product. The product is: [CH2:1]([N:8]1[CH2:13][CH2:12][N:11]([C:14]([O:16][C:17]([CH3:18])([CH3:19])[CH3:20])=[O:15])[C@H:10]([CH2:21][N:22]([C:40](=[O:41])[CH2:39][CH2:35][C:36]([O:37][CH2:31][CH3:32])=[O:44])[CH:23]([CH3:25])[CH3:24])[CH2:9]1)[C:2]1[CH:3]=[CH:4][CH:5]=[CH:6][CH:7]=1. (6) Given the reactants [Br:1][C:2]1[C:3](F)=[C:4]2[C:10]([NH:11][C:12](=[O:19])[C:13]3[CH:18]=[CH:17][CH:16]=[N:15][CH:14]=3)=[CH:9][NH:8][C:5]2=[N:6][CH:7]=1.[NH:21]1[CH2:25][CH2:24][CH:23]2[CH2:26][N:27]([C:29]([O:31][C:32]([CH3:35])([CH3:34])[CH3:33])=[O:30])[CH2:28][CH:22]12, predict the reaction product. The product is: [Br:1][C:2]1[C:3]([N:21]2[CH:22]3[CH2:28][N:27]([C:29]([O:31][C:32]([CH3:35])([CH3:34])[CH3:33])=[O:30])[CH2:26][CH:23]3[CH2:24][CH2:25]2)=[C:4]2[C:10]([NH:11][C:12](=[O:19])[C:13]3[CH:18]=[CH:17][CH:16]=[N:15][CH:14]=3)=[CH:9][NH:8][C:5]2=[N:6][CH:7]=1.